This data is from NCI-60 drug combinations with 297,098 pairs across 59 cell lines. The task is: Regression. Given two drug SMILES strings and cell line genomic features, predict the synergy score measuring deviation from expected non-interaction effect. (1) Drug 1: C1=CC(=CC=C1CC(C(=O)O)N)N(CCCl)CCCl.Cl. Drug 2: C(=O)(N)NO. Cell line: NCI-H322M. Synergy scores: CSS=-12.4, Synergy_ZIP=3.03, Synergy_Bliss=-3.39, Synergy_Loewe=-7.62, Synergy_HSA=-7.45. (2) Drug 1: CC=C1C(=O)NC(C(=O)OC2CC(=O)NC(C(=O)NC(CSSCCC=C2)C(=O)N1)C(C)C)C(C)C. Drug 2: CC1CCCC2(C(O2)CC(NC(=O)CC(C(C(=O)C(C1O)C)(C)C)O)C(=CC3=CSC(=N3)C)C)C. Cell line: SR. Synergy scores: CSS=85.4, Synergy_ZIP=0.705, Synergy_Bliss=0.378, Synergy_Loewe=-0.489, Synergy_HSA=0.968. (3) Drug 2: C1=NC(=NC(=O)N1C2C(C(C(O2)CO)O)O)N. Drug 1: CC1=CC=C(C=C1)C2=CC(=NN2C3=CC=C(C=C3)S(=O)(=O)N)C(F)(F)F. Synergy scores: CSS=42.5, Synergy_ZIP=2.45, Synergy_Bliss=2.61, Synergy_Loewe=-18.3, Synergy_HSA=0.767. Cell line: COLO 205. (4) Drug 1: CC1=C2C(C(=O)C3(C(CC4C(C3C(C(C2(C)C)(CC1OC(=O)C(C(C5=CC=CC=C5)NC(=O)OC(C)(C)C)O)O)OC(=O)C6=CC=CC=C6)(CO4)OC(=O)C)OC)C)OC. Drug 2: CC1=C(N=C(N=C1N)C(CC(=O)N)NCC(C(=O)N)N)C(=O)NC(C(C2=CN=CN2)OC3C(C(C(C(O3)CO)O)O)OC4C(C(C(C(O4)CO)O)OC(=O)N)O)C(=O)NC(C)C(C(C)C(=O)NC(C(C)O)C(=O)NCCC5=NC(=CS5)C6=NC(=CS6)C(=O)NCCC[S+](C)C)O. Cell line: CAKI-1. Synergy scores: CSS=39.6, Synergy_ZIP=-5.47, Synergy_Bliss=-5.98, Synergy_Loewe=-1.09, Synergy_HSA=0.407. (5) Drug 1: CC=C1C(=O)NC(C(=O)OC2CC(=O)NC(C(=O)NC(CSSCCC=C2)C(=O)N1)C(C)C)C(C)C. Drug 2: CNC(=O)C1=NC=CC(=C1)OC2=CC=C(C=C2)NC(=O)NC3=CC(=C(C=C3)Cl)C(F)(F)F. Cell line: SN12C. Synergy scores: CSS=14.4, Synergy_ZIP=6.77, Synergy_Bliss=0.301, Synergy_Loewe=-31.7, Synergy_HSA=-5.80. (6) Drug 1: C1C(C(OC1N2C=NC3=C(N=C(N=C32)Cl)N)CO)O. Drug 2: C1C(C(OC1N2C=NC3=C2NC=NCC3O)CO)O. Cell line: NCI/ADR-RES. Synergy scores: CSS=59.0, Synergy_ZIP=-0.230, Synergy_Bliss=-1.71, Synergy_Loewe=-19.6, Synergy_HSA=-1.16.